From a dataset of Full USPTO retrosynthesis dataset with 1.9M reactions from patents (1976-2016). Predict the reactants needed to synthesize the given product. Given the product [O:1]1[CH:5]=[CH:4][C:3]([C:6]2[C:7]([O:23][CH3:24])=[C:8]([C:12]([CH2:15][S:16][C:17]3[CH:18]=[CH:19][CH:20]=[CH:21][CH:22]=3)=[CH:13][CH:14]=2)[C:9]([O:11][CH2:25][C:26]2[CH:31]=[CH:30][CH:29]=[CH:28][CH:27]=2)=[O:10])=[CH:2]1, predict the reactants needed to synthesize it. The reactants are: [O:1]1[CH:5]=[CH:4][C:3]([C:6]2[C:7]([O:23][CH3:24])=[C:8]([C:12]([CH2:15][S:16][C:17]3[CH:22]=[CH:21][CH:20]=[CH:19][CH:18]=3)=[CH:13][CH:14]=2)[C:9]([OH:11])=[O:10])=[CH:2]1.[CH2:25](Br)[C:26]1[CH:31]=[CH:30][CH:29]=[CH:28][CH:27]=1.C(=O)([O-])[O-].[K+].[K+].